From a dataset of Forward reaction prediction with 1.9M reactions from USPTO patents (1976-2016). Predict the product of the given reaction. (1) Given the reactants O[CH:2]=[C:3]1[C:11]2[C:6](=[CH:7][C:8]([C:12]([C:14]3[CH:19]=[CH:18][C:17]([NH:20][C:21]([C:23]4[N:24]([CH2:29][CH3:30])[N:25]=[C:26]([CH3:28])[CH:27]=4)=[O:22])=[CH:16][CH:15]=3)=[O:13])=[CH:9][CH:10]=2)[NH:5][C:4]1=[O:31].[NH2:32][C:33]1[CH:34]=[CH:35][C:36]([CH3:40])=[C:37]([OH:39])[CH:38]=1, predict the reaction product. The product is: [OH:39][C:37]1[CH:38]=[C:33]([NH:32][CH:2]=[C:3]2[C:11]3[C:6](=[CH:7][C:8]([C:12]([C:14]4[CH:19]=[CH:18][C:17]([NH:20][C:21]([C:23]5[N:24]([CH2:29][CH3:30])[N:25]=[C:26]([CH3:28])[CH:27]=5)=[O:22])=[CH:16][CH:15]=4)=[O:13])=[CH:9][CH:10]=3)[NH:5][C:4]2=[O:31])[CH:34]=[CH:35][C:36]=1[CH3:40]. (2) Given the reactants [OH:1][C:2]1[C:9]([OH:10])=[CH:8][CH:7]=[CH:6][C:3]=1[CH:4]=[O:5].Br[CH2:12][CH2:13]Br.C(=O)([O-])[O-].[Cs+].[Cs+].[BH4-].[Na+], predict the reaction product. The product is: [O:10]1[C:9]2[CH:8]=[CH:7][CH:6]=[C:3]([CH2:4][OH:5])[C:2]=2[O:1][CH2:13][CH2:12]1.